From a dataset of Full USPTO retrosynthesis dataset with 1.9M reactions from patents (1976-2016). Predict the reactants needed to synthesize the given product. Given the product [OH:15][C:12]1[CH:11]=[CH:10][C:9]([CH2:8][CH:6]([NH:7][CH2:17][CH2:18][CH3:19])[C:5]([O:4][CH2:2][CH3:3])=[O:16])=[CH:14][CH:13]=1, predict the reactants needed to synthesize it. The reactants are: Cl.[CH2:2]([O:4][C:5](=[O:16])[CH:6]([CH2:8][C:9]1[CH:14]=[CH:13][C:12]([OH:15])=[CH:11][CH:10]=1)[NH2:7])[CH3:3].[CH:17](=O)[CH2:18][CH3:19].C([BH3-])#N.[Na+].